This data is from Full USPTO retrosynthesis dataset with 1.9M reactions from patents (1976-2016). The task is: Predict the reactants needed to synthesize the given product. (1) Given the product [CH3:40][S:39][CH2:38][CH2:37][C:36]1[NH:27][N:28]=[C:8]([C:10]2[CH:15]=[CH:14][C:13]([CH3:16])=[CH:12][CH:11]=2)[C:7]=1[C:1]1[CH:6]=[CH:5][CH:4]=[CH:3][CH:2]=1, predict the reactants needed to synthesize it. The reactants are: [C:1]1([CH2:7][C:8]([C:10]2[CH:15]=[CH:14][C:13]([CH3:16])=[CH:12][CH:11]=2)=O)[CH:6]=[CH:5][CH:4]=[CH:3][CH:2]=1.[Li+].C[Si]([N-][Si](C)(C)C)(C)C.[N:27]1([C:36](=O)[CH2:37][CH2:38][S:39][CH3:40])C2C=CC=CC=2N=[N:28]1.O.NN. (2) Given the product [C:9]([N:1]1[CH2:8][CH2:7][CH2:6][C@H:2]1[C:3]([OH:5])=[O:4])(=[O:11])[CH3:10], predict the reactants needed to synthesize it. The reactants are: [NH:1]1[CH2:8][CH2:7][CH2:6][C@H:2]1[C:3]([OH:5])=[O:4].[C:9](O)(=[O:11])[CH3:10].